From a dataset of Catalyst prediction with 721,799 reactions and 888 catalyst types from USPTO. Predict which catalyst facilitates the given reaction. (1) Reactant: [Br:1][C:2]1[CH:3]=[CH:4][C:5]2[O:6][CH2:7][C:8](=[O:12])[NH:9][C:10]=2[N:11]=1.[CH3:13][O:14][C:15]1[CH:22]=[CH:21][C:18]([CH2:19]Cl)=[CH:17][CH:16]=1.C([O-])([O-])=O.[Cs+].[Cs+]. Product: [Br:1][C:2]1[CH:3]=[CH:4][C:5]2[O:6][CH2:7][C:8](=[O:12])[N:9]([CH2:19][C:18]3[CH:21]=[CH:22][C:15]([O:14][CH3:13])=[CH:16][CH:17]=3)[C:10]=2[N:11]=1. The catalyst class is: 3. (2) Product: [NH2:1][C:2]1[N:7]=[C:6]([C:8]2[C:19]3[C:20]4[C:11]([CH2:12][S:42][CH2:14][C:15]=4[CH:16]=[CH:17][CH:18]=3)=[CH:10][C:9]=2[Cl:21])[N:5]=[C:4]([S:22][CH2:23][CH2:24][CH2:25][C:26]([NH2:28])=[O:27])[N:3]=1. The catalyst class is: 96. Reactant: [NH2:1][C:2]1[N:7]=[C:6]([C:8]2[C:9]([Cl:21])=[CH:10][C:11]3[CH2:12]O[CH2:14][C:15]4[C:20]=3[C:19]=2[CH:18]=[CH:17][CH:16]=4)[N:5]=[C:4]([S:22][CH2:23][CH2:24][CH2:25][C:26]([NH2:28])=[O:27])[N:3]=1.B(Br)(Br)Br.O.O.O.O.O.O.O.O.O.[S-2:42].[Na+].[Na+].C(N(C(C)C)C(C)C)C. (3) The catalyst class is: 4. Product: [N:14]1[O:13][CH:12]=[C:11]2[CH:10]=[CH:9][CH:8]=[C:7]([OH:6])[C:15]=12. Reactant: B(Br)(Br)Br.C[O:6][C:7]1[C:15]2[C:11](=[CH:12][O:13][N:14]=2)[CH:10]=[CH:9][CH:8]=1.O.C(=O)([O-])[O-].[Na+].[Na+]. (4) Reactant: [Cl:1][C:2]1[C:11](Cl)=[N:10][C:9]2[C:4](=[CH:5][C:6]([CH3:14])=[C:7]([CH3:13])[CH:8]=2)[N:3]=1.C(=O)=O.[NH3:18]. Product: [Cl:1][C:2]1[C:11]([NH2:18])=[N:10][C:9]2[C:4]([N:3]=1)=[CH:5][C:6]([CH3:14])=[C:7]([CH3:13])[CH:8]=2. The catalyst class is: 1. (5) Reactant: ClC1C=C2C(C(C3N(CC)N=C([NH:18][CH2:19][C:20]4[CH:25]=[CH:24][C:23]([F:26])=[CH:22][CH:21]=4)C=3)O)=CN([Si](C(C)C)(C(C)C)C(C)C)C2=NC=1.C([SiH](CC)CC)C.FC(F)(F)C(O)=O. Product: [F:26][C:23]1[CH:24]=[CH:25][C:20]([CH2:19][NH2:18])=[CH:21][CH:22]=1. The catalyst class is: 10. (6) Reactant: COC1C=C(OC)C=CC=1C[N:6]1[C:11](=[O:12])[C:10]2[CH:13]=[C:14]([CH2:16][CH3:17])[S:15][C:9]=2[NH:8][C:7]1=[O:18].[F:25][C:26]1[CH:27]=[C:28]([C:35]2[C:36]([C:41]#[N:42])=[CH:37][CH:38]=[CH:39][CH:40]=2)[CH:29]=[C:30]([F:34])[C:31]=1[CH2:32]O.N(C(N1CCCCC1)=O)=NC(N1CCCCC1)=O.C(P(CCCC)CCCC)CCC. Product: [CH2:16]([C:14]1[S:15][C:9]2[N:8]([CH2:32][C:31]3[C:26]([F:25])=[CH:27][C:28]([C:35]4[C:36]([C:41]#[N:42])=[CH:37][CH:38]=[CH:39][CH:40]=4)=[CH:29][C:30]=3[F:34])[C:7](=[O:18])[NH:6][C:11](=[O:12])[C:10]=2[CH:13]=1)[CH3:17]. The catalyst class is: 362. (7) Reactant: [Br:1][C:2]1[N:3]=[C:4]([C:25]2[N:26]([CH3:30])[N:27]=[CH:28][N:29]=2)[S:5][C:6]=1[C:7]1[C:8]([CH3:24])=[N:9][N:10]2[C:15]([CH:16]([CH2:20][CH2:21][CH3:22])[CH2:17][CH2:18][CH3:19])=[CH:14][C:13]([CH3:23])=[N:12][C:11]=12.[ClH:31].C(OCC)C. Product: [ClH:31].[Br:1][C:2]1[N:3]=[C:4]([C:25]2[N:26]([CH3:30])[N:27]=[CH:28][N:29]=2)[S:5][C:6]=1[C:7]1[C:8]([CH3:24])=[N:9][N:10]2[C:15]([CH:16]([CH2:20][CH2:21][CH3:22])[CH2:17][CH2:18][CH3:19])=[CH:14][C:13]([CH3:23])=[N:12][C:11]=12. The catalyst class is: 21. (8) Reactant: [C:9](O[C:9]([O:11][C:12]([CH3:15])([CH3:14])[CH3:13])=[O:10])([O:11][C:12]([CH3:15])([CH3:14])[CH3:13])=[O:10].Cl.Cl.[CH2:18]1[C:21]2([NH:26][CH2:25][CH2:24][NH:23][CH2:22]2)[CH2:20][CH2:19]1.CCN(C(C)C)C(C)C. Product: [CH2:20]1[C:21]2([NH:26][CH2:25][CH2:24][N:23]([C:9]([O:11][C:12]([CH3:13])([CH3:14])[CH3:15])=[O:10])[CH2:22]2)[CH2:18][CH2:19]1. The catalyst class is: 2.